From a dataset of Forward reaction prediction with 1.9M reactions from USPTO patents (1976-2016). Predict the product of the given reaction. (1) Given the reactants [NH2:1][C:2]1[C:11]([C:12]([NH:14][C:15]2[S:19][N:18]=[C:17]([CH3:20])[C:16]=2Br)=[O:13])=[C:5]2[N:6]=[CH:7][C:8]([F:10])=[CH:9][N:4]2[N:3]=1.C([Sn](CCCC)(CCCC)[C:27]1[N:28]([CH3:32])[CH:29]=[N:30][CH:31]=1)CCC, predict the reaction product. The product is: [NH2:1][C:2]1[C:11]([C:12]([NH:14][C:15]2[S:19][N:18]=[C:17]([CH3:20])[C:16]=2[C:27]2[N:28]([CH3:32])[CH:29]=[N:30][CH:31]=2)=[O:13])=[C:5]2[N:6]=[CH:7][C:8]([F:10])=[CH:9][N:4]2[N:3]=1. (2) Given the reactants [Cl:1][C:2]1[C:10]2[C:5](=[CH:6][CH:7]=[C:8]([O:11][CH3:12])[CH:9]=2)[NH:4][C:3]=1[C:13]([OH:15])=[O:14].S(=O)(=O)(O)O.[CH3:21]O, predict the reaction product. The product is: [CH3:21][O:14][C:13]([C:3]1[NH:4][C:5]2[C:10]([C:2]=1[Cl:1])=[CH:9][C:8]([O:11][CH3:12])=[CH:7][CH:6]=2)=[O:15]. (3) Given the reactants O.[OH-].[Li+].[NH2:4][C:5]1[C:40]([Br:41])=[CH:39][C:8]([C:9]([C@@H:11]2[CH2:13][C@H:12]2[C:14]([N:16]2[CH2:21][CH2:20][CH:19]([N:22]3[CH2:31][C:30]4[C:25](=[CH:26][CH:27]=[C:28]([O:32][CH2:33][C:34]([O:36]C)=[O:35])[CH:29]=4)[NH:24][C:23]3=[O:38])[CH2:18][CH2:17]2)=[O:15])=[O:10])=[CH:7][C:6]=1[Br:42].[K+].[Br-].BrBr, predict the reaction product. The product is: [NH2:4][C:5]1[C:40]([Br:41])=[CH:39][C:8]([C:9]([C@@H:11]2[CH2:13][C@H:12]2[C:14]([N:16]2[CH2:21][CH2:20][CH:19]([N:22]3[CH2:31][C:30]4[C:25](=[CH:26][CH:27]=[C:28]([O:32][CH2:33][C:34]([OH:36])=[O:35])[CH:29]=4)[NH:24][C:23]3=[O:38])[CH2:18][CH2:17]2)=[O:15])=[O:10])=[CH:7][C:6]=1[Br:42]. (4) Given the reactants Br[C:2]1[C:10]2[N:9]3C[CH2:12][CH2:13][NH:14][C:15](=[O:16])[C:8]3=[C:7]([CH3:17])[C:6]=2[CH:5]=[C:4]([Cl:18])[CH:3]=1.[CH2:19](B(O)O)[CH3:20], predict the reaction product. The product is: [Cl:18][C:4]1[CH:3]=[C:2]([CH2:19][CH3:20])[C:10]2[N:9]3[CH2:12][CH2:13][NH:14][C:15](=[O:16])[C:8]3=[C:7]([CH3:17])[C:6]=2[CH:5]=1.